The task is: Predict the product of the given reaction.. This data is from Forward reaction prediction with 1.9M reactions from USPTO patents (1976-2016). (1) Given the reactants O1CCCC1.[Br:6][C:7]1[CH:15]=[CH:14][C:10]([C:11](Cl)=[O:12])=[CH:9][CH:8]=1.Cl.[Cl:17][C:18]1[CH:23]=[CH:22][C:21]([C:24]([CH:26]2[CH2:31][CH2:30][NH:29][CH2:28][CH2:27]2)=[O:25])=[CH:20][CH:19]=1.[OH-].[Na+], predict the reaction product. The product is: [Br:6][C:7]1[CH:15]=[CH:14][C:10]([C:11]([N:29]2[CH2:30][CH2:31][CH:26]([C:24](=[O:25])[C:21]3[CH:20]=[CH:19][C:18]([Cl:17])=[CH:23][CH:22]=3)[CH2:27][CH2:28]2)=[O:12])=[CH:9][CH:8]=1. (2) Given the reactants [Cr](Cl)([O-])(=O)=O.[NH+]1C=CC=CC=1.[C:12]1(=[O:28])[N:16]([CH2:17][CH2:18][CH2:19][CH2:20][CH2:21][OH:22])[C:15](=[O:23])[C:14]2=[CH:24][CH:25]=[CH:26][CH:27]=[C:13]12.C(OCC)C, predict the reaction product. The product is: [C:15]1(=[O:23])[N:16]([CH2:17][CH2:18][CH2:19][CH2:20][CH:21]=[O:22])[C:12](=[O:28])[C:13]2=[CH:27][CH:26]=[CH:25][CH:24]=[C:14]12. (3) Given the reactants [S:1]1[CH:5]=[CH:4][C:3]([CH2:6][C:7]([O:9][CH2:10][CH3:11])=[O:8])=[CH:2]1.[Br:12]N1C(=O)CCC1=O, predict the reaction product. The product is: [Br:12][C:2]1[S:1][CH:5]=[CH:4][C:3]=1[CH2:6][C:7]([O:9][CH2:10][CH3:11])=[O:8]. (4) Given the reactants [C:1]([C:3]1[CH:8]=[CH:7][C:6]([F:9])=[CH:5][N:4]=1)#[N:2].C(Cl)CCl.C1C=CC2N([OH:23])N=NC=2C=1.N1[CH2:29][CH2:28][O:27][CH2:26][CH2:25]1.C(N(CC)CC)C, predict the reaction product. The product is: [F:9][C:6]1[CH:7]=[CH:8][C:3]([C:1]([N:2]2[CH2:29][CH2:28][O:27][CH2:26][CH2:25]2)=[O:23])=[N:4][CH:5]=1.